This data is from Peptide-MHC class I binding affinity with 185,985 pairs from IEDB/IMGT. The task is: Regression. Given a peptide amino acid sequence and an MHC pseudo amino acid sequence, predict their binding affinity value. This is MHC class I binding data. The peptide sequence is MPASWVMRI. The MHC is HLA-A30:01 with pseudo-sequence HLA-A30:01. The binding affinity (normalized) is 0.